The task is: Predict the reactants needed to synthesize the given product.. This data is from Full USPTO retrosynthesis dataset with 1.9M reactions from patents (1976-2016). Given the product [CH3:32][O:31][C:27]1[CH:26]=[C:24]([NH:25][C:2]2[N:7]=[C:6]([S:8][C:9]3[CH:10]=[C:11]([NH:15][C:16](=[O:19])[CH:17]=[CH2:18])[CH:12]=[CH:13][CH:14]=3)[CH:5]=[CH:4][N:3]=2)[CH:23]=[C:22]([O:21][CH3:20])[C:28]=1[O:29][CH3:30], predict the reactants needed to synthesize it. The reactants are: Cl[C:2]1[N:7]=[C:6]([S:8][C:9]2[CH:10]=[C:11]([NH:15][C:16](=[O:19])[CH:17]=[CH2:18])[CH:12]=[CH:13][CH:14]=2)[CH:5]=[CH:4][N:3]=1.[CH3:20][O:21][C:22]1[CH:23]=[C:24]([CH:26]=[C:27]([O:31][CH3:32])[C:28]=1[O:29][CH3:30])[NH2:25].